This data is from Experimentally validated miRNA-target interactions with 360,000+ pairs, plus equal number of negative samples. The task is: Binary Classification. Given a miRNA mature sequence and a target amino acid sequence, predict their likelihood of interaction. (1) The miRNA is hsa-miR-345-3p with sequence GCCCUGAACGAGGGGUCUGGAG. The protein sequence of the target gene is MESKEELAANNLNGENAQQENEGGEQAPTQNEEESRHLGGGEGQKPGGNIRRGRVRRLVPNFRWAIPNRHIEHNEARDDVERFVGQMMEIKRKTREQQMRHYMRFQTPEPDNHYDFCLIP. Result: 0 (no interaction). (2) The miRNA is mmu-miR-340-5p with sequence UUAUAAAGCAAUGAGACUGAUU. The protein sequence of the target gene is MSGYARRQGAPPLSRTRSLVVPDAPAFYERRSCLPQLDCERPHGGDLHPHLFGFRPTFMCYVPSPVLASVGDTGFGYGKGKCTNQGPSGAPETRFGGDKLEDLEEANPFSFKEFLKTKNLSLSKEDTTTSRIYPKEASRHPLGLEHSSPASQLMGYGLESQQPFFEDPTRASNLEEDEDDGWNITYLPSAVDQTHSSRDTQDSPPCDTYLSFFSNSSELACPESLPPWTLSDTDSRISPASPAGSPNADFAAHEESLGDRHLRTLQISYEALKDENSKLRRKLNEVQSFSETQTEMVRTL.... Result: 1 (interaction). (3) The miRNA is mmu-miR-7042-3p with sequence UGUCCCUUUGUUUUCUCUCAG. The protein sequence of the target gene is MIHSLFLINCSGDIFLEKHWKSVVSQSVCDYFFEAQEKAADVENVPPVISTPHHYLISIYRDKLFFVSVIQTEVPPLFVIEFLHRVADTFQDYFGECSEAAIKDNVVIVYELLEEMLDNGFPLATESNILKELIKPPTILRSVVNSITGSSNVGDTLPTGQLSNIPWRRAGVKYTNNEAYFDVVEEIDAIIDKSGSTVFAEIQGVIDACIKLSGMPDLSLSFMNPRLLDDVSFHPCIRFKRWESERVLSFIPPDGNFRLISYRVSSQNLVAIPVYVKHSISFKENSSCGRFDITIGPKQN.... Result: 0 (no interaction). (4) The miRNA is hsa-miR-6808-3p with sequence GUGUGACCACCGUUCCUGCAG. The protein sequence of the target gene is MSCKKRKSQISFNPRKNKKIKDYFSQVPKEEQNDPNTVKVDSKKMPRDITNTRDQRPLSPRKTRQDQTPPLNKKITVTLGVNSRKHKNMKYELTCRETSSLYAALNTLSAVREEVESQKGREMLVCGKEGIEGYLNLGMPVCCIPEGSHVVITFCQCKSKTQENKQFFESQDQASTNYVRFCIHAVGSKRKKILKCGELQKEGNKLCVYGFKGETIRDTLRKDGRFCTFIESDDWKLINDLDTIIENTQPVDELEGKLFQVAAELPKNPRVVSVTQNSGSENRNFHKLEEYIVNEYTTLK.... Result: 0 (no interaction). (5) The miRNA is hsa-miR-4634 with sequence CGGCGCGACCGGCCCGGGG. The protein sequence of the target gene is MSAPSLRARAAGLGLLLCAVLGRAGRSDSGGRGELGQPSGVAAERPCPTTCRCLGDLLDCSRKRLARLPEPLPSWVARLDLSHNRLSFIKASSMSHLQSLREVKLNNNELETIPNLGPVSANITLLSLAGNRIVEILPEHLKEFQSLETLDLSSNNISELQTAFPALQLKYLYLNSNRVTSMEPGYFDNLANTLLVLKLNRNRISAIPPKMFKLPQLQHLELNRNKIKNVDGLTFQGLGALKSLKMQRNGVTKLMDGAFWGLSNMEILQLDHNNLTEITKGWLYGLLMLQELHLSQNAIN.... Result: 0 (no interaction). (6) The miRNA is hsa-miR-181b-2-3p with sequence CUCACUGAUCAAUGAAUGCA. The protein sequence of the target gene is MAEGETESPGPKKCGPYISSVTSQSVNLMIRGVVLFFIGVFLALVLNLLQIQRNVTLFPPDVIASIFSSAWWVPPCCGTASAVIGLLYPCIDRHLGEPHKFKREWSSVMRCVAVFVGINHASAKVDFDNNIQLSLTLAALSIGLWWTFDRSRSGFGLGVGIAFLATVVTQLLVYNGVYQYTSPDFLYVRSWLPCIFFAGGITMGNIGRQLAMYECKVIAEKSHQE. Result: 0 (no interaction).